This data is from Catalyst prediction with 721,799 reactions and 888 catalyst types from USPTO. The task is: Predict which catalyst facilitates the given reaction. (1) Reactant: F[C:2]1[CH:9]=[CH:8][C:7]([N+:10]([O-:12])=[O:11])=[CH:6][C:3]=1[C:4]#[N:5].C([O-])([O-])=O.[K+].[K+].[C:19]([CH2:21][C:22]([O:24][CH2:25][C:26]1[CH:31]=[CH:30][CH:29]=[CH:28][CH:27]=1)=[O:23])#[N:20]. The catalyst class is: 3. Product: [CH2:25]([O:24][C:22](=[O:23])[CH:21]([C:19]#[N:20])[C:2]1[CH:9]=[CH:8][C:7]([N+:10]([O-:12])=[O:11])=[CH:6][C:3]=1[C:4]#[N:5])[C:26]1[CH:31]=[CH:30][CH:29]=[CH:28][CH:27]=1. (2) Reactant: [C:1]([NH:9][NH2:10])(=O)[C:2]1[CH:7]=[CH:6][N:5]=[CH:4][CH:3]=1.CS[C:13]([N:16]1[CH2:21][CH2:20][CH2:19][CH2:18][CH:17]1[C:22]1[CH:26]=[C:25]([C:27]2[CH:32]=[CH:31][CH:30]=[C:29]([Cl:33])[CH:28]=2)[O:24][N:23]=1)=[N:14][CH3:15]. The catalyst class is: 412. Product: [Cl:33][C:29]1[CH:28]=[C:27]([C:25]2[O:24][N:23]=[C:22]([CH:17]3[CH2:18][CH2:19][CH2:20][CH2:21][N:16]3[C:13]3[N:14]([CH3:15])[C:1]([C:2]4[CH:7]=[CH:6][N:5]=[CH:4][CH:3]=4)=[N:9][N:10]=3)[CH:26]=2)[CH:32]=[CH:31][CH:30]=1. (3) Reactant: I[C:2]1[Se:3][CH:4]=[CH:5][CH:6]=1.[F:7][C:8]([F:20])([F:19])[O:9][C:10]1[CH:15]=[CH:14][C:13](B(O)O)=[CH:12][CH:11]=1.C(=O)([O-])[O-].[Na+].[Na+]. Product: [F:7][C:8]([F:19])([F:20])[O:9][C:10]1[CH:15]=[CH:14][C:13]([C:2]2[Se:3][CH:4]=[CH:5][CH:6]=2)=[CH:12][CH:11]=1. The catalyst class is: 335. (4) Reactant: [Cl:1][C:2]1[CH:24]=[CH:23][C:5]([CH2:6][C:7]2[CH:11]=[C:10]([N:12]3[CH2:17][CH2:16][O:15][CH2:14][CH2:13]3)[S:9][C:8]=2[C:18]([O:20][CH2:21][CH3:22])=[O:19])=[CH:4][CH:3]=1.C[Si](C)(C)N[Si](C)(C)C.[Na].O1[CH2:39][CH2:38][N:37]([C:40]([O:42][C:43]([CH3:46])([CH3:45])[CH3:44])=[O:41])S1(=O)=O. Product: [C:43]([O:42][C:40]([NH:37][CH2:38][CH2:39][CH:6]([C:7]1[CH:11]=[C:10]([N:12]2[CH2:13][CH2:14][O:15][CH2:16][CH2:17]2)[S:9][C:8]=1[C:18]([O:20][CH2:21][CH3:22])=[O:19])[C:5]1[CH:4]=[CH:3][C:2]([Cl:1])=[CH:24][CH:23]=1)=[O:41])([CH3:46])([CH3:45])[CH3:44].[Cl:1][C:2]1[CH:3]=[CH:4][C:5]([CH2:6][C:7]2[CH:11]=[C:10]([N:12]3[CH2:13][CH2:14][O:15][CH2:16][CH2:17]3)[S:9][C:8]=2[C:18]([O:20][CH2:21][CH3:22])=[O:19])=[CH:23][CH:24]=1. The catalyst class is: 348. (5) The catalyst class is: 5. Reactant: [F:1][C:2]1[CH:7]=[C:6]([F:8])[CH:5]=[CH:4][C:3]=1[N:9]1[C:13](=[O:14])[C:12]([C:15]([O:17]CC)=[O:16])=[CH:11][N:10]1[CH3:20].O1CCCC1.[OH-].[Na+]. Product: [F:1][C:2]1[CH:7]=[C:6]([F:8])[CH:5]=[CH:4][C:3]=1[N:9]1[C:13](=[O:14])[C:12]([C:15]([OH:17])=[O:16])=[CH:11][N:10]1[CH3:20]. (6) Reactant: [Cl:1][C:2]1[CH:7]=[CH:6][C:5]([CH:8]([C:20]2[CH:25]=[CH:24][CH:23]=[CH:22][CH:21]=2)[NH:9][C:10](=[O:19])[CH2:11][C:12]2[CH:17]=[CH:16][C:15]([OH:18])=[CH:14][CH:13]=2)=[CH:4][CH:3]=1.[H-].[Na+].[CH2:28](Br)[C:29]1[CH:34]=[CH:33][CH:32]=[CH:31][CH:30]=1. Product: [CH2:28]([O:18][C:15]1[CH:16]=[CH:17][C:12]([CH2:11][C:10]([NH:9][CH:8]([C:5]2[CH:6]=[CH:7][C:2]([Cl:1])=[CH:3][CH:4]=2)[C:20]2[CH:21]=[CH:22][CH:23]=[CH:24][CH:25]=2)=[O:19])=[CH:13][CH:14]=1)[C:29]1[CH:34]=[CH:33][CH:32]=[CH:31][CH:30]=1. The catalyst class is: 3. (7) Reactant: Cl[C:2]1[CH:3]=[C:4]2[N:11]([CH3:12])[CH2:10][CH2:9][N:5]2[C:6](=[O:8])[N:7]=1.[H-].[Na+].[F:15][C:16]([F:34])([F:33])[C:17]1[CH:18]=[CH:19][C:20]([O:23][C:24]2[CH:29]=[CH:28][C:27]([CH2:30][CH2:31][OH:32])=[CH:26][CH:25]=2)=[N:21][CH:22]=1. Product: [CH3:12][N:11]1[C:4]2[N:5]([C:6](=[O:8])[N:7]=[C:2]([O:32][CH2:31][CH2:30][C:27]3[CH:26]=[CH:25][C:24]([O:23][C:20]4[CH:19]=[CH:18][C:17]([C:16]([F:34])([F:15])[F:33])=[CH:22][N:21]=4)=[CH:29][CH:28]=3)[CH:3]=2)[CH2:9][CH2:10]1. The catalyst class is: 3. (8) Reactant: O[C:2]1[C:7]([C:8]([O:10][CH2:11][CH3:12])=[O:9])=[C:6]([CH3:13])[N:5]=[C:4]2[N:14]([CH3:17])[CH:15]=[CH:16][C:3]=12.N1C=CC=CC=1.O(S(C(F)(F)F)(=O)=O)S(C(F)(F)F)(=O)=O.[Na+].[I-:40].Cl.[O-]S([O-])(=S)=O.[Na+].[Na+]. Product: [I:40][C:2]1[C:7]([C:8]([O:10][CH2:11][CH3:12])=[O:9])=[C:6]([CH3:13])[N:5]=[C:4]2[N:14]([CH3:17])[CH:15]=[CH:16][C:3]=12. The catalyst class is: 115.